This data is from Peptide-MHC class I binding affinity with 185,985 pairs from IEDB/IMGT. The task is: Regression. Given a peptide amino acid sequence and an MHC pseudo amino acid sequence, predict their binding affinity value. This is MHC class I binding data. (1) The peptide sequence is RIMQRGLFGK. The MHC is HLA-A31:01 with pseudo-sequence HLA-A31:01. The binding affinity (normalized) is 0.779. (2) The peptide sequence is KELLNSIGFST. The MHC is Mamu-A11 with pseudo-sequence Mamu-A11. The binding affinity (normalized) is 0.166. (3) The peptide sequence is IRYLGVLLY. The MHC is HLA-A69:01 with pseudo-sequence HLA-A69:01. The binding affinity (normalized) is 0.0847.